Predict which catalyst facilitates the given reaction. From a dataset of Catalyst prediction with 721,799 reactions and 888 catalyst types from USPTO. (1) Reactant: [CH3:1][S:2](Cl)(=[O:4])=[O:3].CCN(C(C)C)C(C)C.[NH2:15][CH2:16][C:17]1[CH:22]=[CH:21][C:20]([C:23]2[CH:32]=[C:31]([C:33]([NH:35][CH2:36][C@H:37]3[CH2:42][CH2:41][C@H:40]([CH2:43][NH:44][C:45](=[O:51])[O:46][C:47]([CH3:50])([CH3:49])[CH3:48])[CH2:39][CH2:38]3)=[O:34])[C:30]3[C:25](=[CH:26][CH:27]=[CH:28][CH:29]=3)[N:24]=2)=[CH:19][CH:18]=1. Product: [CH3:1][S:2]([NH:15][CH2:16][C:17]1[CH:18]=[CH:19][C:20]([C:23]2[CH:32]=[C:31]([C:33]([NH:35][CH2:36][C@H:37]3[CH2:42][CH2:41][C@H:40]([CH2:43][NH:44][C:45](=[O:51])[O:46][C:47]([CH3:49])([CH3:48])[CH3:50])[CH2:39][CH2:38]3)=[O:34])[C:30]3[C:25](=[CH:26][CH:27]=[CH:28][CH:29]=3)[N:24]=2)=[CH:21][CH:22]=1)(=[O:4])=[O:3]. The catalyst class is: 583. (2) Reactant: [CH2:1]([O:8][C:9]1[CH:14]=[C:13]([O:15][CH2:16][C:17]2[CH:22]=[CH:21][CH:20]=[CH:19][CH:18]=2)[C:12]([CH:23]([CH3:25])[CH3:24])=[CH:11][C:10]=1[C:26]1[O:30][N:29]=[C:28]([C:31]([NH:33][CH2:34][CH3:35])=[O:32])[C:27]=1[C:36]1[N:40]=[C:39](C(Cl)(Cl)Cl)O[N:37]=1)[C:2]1[CH:7]=[CH:6][CH:5]=[CH:4][CH:3]=1.[OH2:45].[NH3:46]. Product: [NH2:46][C:39]1[O:45][N:37]=[C:36]([C:27]2[C:28]([C:31]([NH:33][CH2:34][CH3:35])=[O:32])=[N:29][O:30][C:26]=2[C:10]2[CH:11]=[C:12]([CH:23]([CH3:25])[CH3:24])[C:13]([O:15][CH2:16][C:17]3[CH:22]=[CH:21][CH:20]=[CH:19][CH:18]=3)=[CH:14][C:9]=2[O:8][CH2:1][C:2]2[CH:7]=[CH:6][CH:5]=[CH:4][CH:3]=2)[N:40]=1. The catalyst class is: 3. (3) Reactant: [Cl:1][CH2:2][CH2:3][O:4][C:5]1[C:6]([CH2:12][S:13]([C:16]2[C:25]3[C:20](=[CH:21][CH:22]=[CH:23][CH:24]=3)[CH:19]=[CH:18][CH:17]=2)(=[O:15])=[O:14])=[C:7]([NH2:11])[CH:8]=[CH:9][CH:10]=1.Cl.[N:27]([O-])=O.[Na+].C(=O)(O)[O-].[Na+]. Product: [Cl:1][CH2:2][CH2:3][O:4][C:5]1[CH:10]=[CH:9][CH:8]=[C:7]2[C:6]=1[C:12]([S:13]([C:16]1[C:25]3[C:20](=[CH:21][CH:22]=[CH:23][CH:24]=3)[CH:19]=[CH:18][CH:17]=1)(=[O:15])=[O:14])=[N:27][NH:11]2. The catalyst class is: 20.